From a dataset of Reaction yield outcomes from USPTO patents with 853,638 reactions. Predict the reaction yield, written as a fraction of the theoretical maximum amount of product (1.0 means a 100% yield; for example, 0.34 means a 34% yield). (1) The product is [F:13][C:14]1[CH:19]=[CH:18][C:17]([F:20])=[CH:16][C:15]=1[O:21][C:4]1[CH:9]=[CH:8][C:7]([N+:10]([O-:12])=[O:11])=[CH:6][CH:5]=1. The yield is 0.810. The catalyst is CN(C)C=O.O.Cl[Cu]. The reactants are [H-].[Na+].F[C:4]1[CH:9]=[CH:8][C:7]([N+:10]([O-:12])=[O:11])=[CH:6][CH:5]=1.[F:13][C:14]1[CH:19]=[CH:18][C:17]([F:20])=[CH:16][C:15]=1[OH:21]. (2) The reactants are [CH3:1][C:2]([C:6]1[N:10]([CH2:11][CH:12]2[CH2:17][CH2:16][O:15][CH2:14][CH2:13]2)[C:9]2[CH:18]=[CH:19][C:20]([S:22](Cl)(=[O:24])=[O:23])=[CH:21][C:8]=2[N:7]=1)([CH3:5])[CH2:3][CH3:4].[NH:26]1[CH:30]=[CH:29][CH:28]=[N:27]1. The catalyst is CN(C1C=CN=CC=1)C.CC#N. The product is [CH3:1][C:2]([C:6]1[N:10]([CH2:11][CH:12]2[CH2:17][CH2:16][O:15][CH2:14][CH2:13]2)[C:9]2[CH:18]=[CH:19][C:20]([S:22]([N:26]3[CH:30]=[CH:29][CH:28]=[N:27]3)(=[O:24])=[O:23])=[CH:21][C:8]=2[N:7]=1)([CH3:5])[CH2:3][CH3:4]. The yield is 0.980. (3) The catalyst is C(Cl)Cl. The yield is 0.970. The reactants are Cl[C:2]1[C:7]([C:8]([O:10][CH2:11][CH3:12])=[O:9])=[CH:6][N:5]=[C:4]([S:13][CH3:14])[N:3]=1.[F:15][C:16]1[CH:17]=[C:18]([CH:21]=[CH:22][C:23]=1[O:24][CH3:25])[CH2:19][NH2:20].C(N(CC)CC)C. The product is [F:15][C:16]1[CH:17]=[C:18]([CH:21]=[CH:22][C:23]=1[O:24][CH3:25])[CH2:19][NH:20][C:2]1[C:7]([C:8]([O:10][CH2:11][CH3:12])=[O:9])=[CH:6][N:5]=[C:4]([S:13][CH3:14])[N:3]=1. (4) The reactants are [Cl:1][C:2]1[CH:3]=[C:4]([CH2:9][C:10]#[N:11])[CH:5]=[CH:6][C:7]=1[Cl:8].[CH2:12]([C@H:14]1[O:16][CH2:15]1)Cl.C[Si]([N-][Si](C)(C)C)(C)C.[Na+]. The catalyst is O1CCCC1. The product is [NH2:11][CH2:10][C@:9]1([C:4]2[CH:5]=[CH:6][C:7]([Cl:8])=[C:2]([Cl:1])[CH:3]=2)[CH2:12][C@@H:14]1[CH2:15][OH:16]. The yield is 1.00. (5) The reactants are [CH2:1]([O:8][N:9]1[C:15](=[O:16])[N:14]2[CH2:17][C@H:10]1[CH2:11][CH2:12][C@H:13]2[C:18]([OH:20])=O)[C:2]1[CH:7]=[CH:6][CH:5]=[CH:4][CH:3]=1.[NH2:21][O:22][CH2:23][C:24]([NH2:26])=[O:25].ON1C2C=CC=CC=2N=N1.Cl.C(N=C=NCCCN(C)C)C. The catalyst is C(Cl)Cl. The product is [NH2:26][C:24](=[O:25])[CH2:23][O:22][NH:21][C:18]([C@@H:13]1[CH2:12][CH2:11][C@@H:10]2[CH2:17][N:14]1[C:15](=[O:16])[N:9]2[O:8][CH2:1][C:2]1[CH:3]=[CH:4][CH:5]=[CH:6][CH:7]=1)=[O:20]. The yield is 0.810. (6) The reactants are C(Cl)(=O)C(Cl)=O.CS(C)=O.[OH:11][CH:12]([C@@H:24]([NH:38][C:39](=[O:55])[O:40][CH2:41][C:42]1([CH2:48][C:49]2[CH:54]=[CH:53][CH:52]=[CH:51][CH:50]=2)[CH2:47][CH2:46][CH2:45][CH2:44][CH2:43]1)[CH2:25][CH2:26][CH2:27][CH2:28][NH:29][C:30]([N:32]1[CH2:37][CH2:36][O:35][CH2:34][CH2:33]1)=[O:31])[C:13](=[O:23])[NH:14][C@@H:15]([C:17]1[CH:22]=[CH:21][CH:20]=[CH:19][CH:18]=1)[CH3:16].C(N(CC)CC)C. The catalyst is ClCCl. The product is [N:32]1([C:30]([NH:29][CH2:28][CH2:27][CH2:26][CH2:25][C@H:24]([NH:38][C:39](=[O:55])[O:40][CH2:41][C:42]2([CH2:48][C:49]3[CH:50]=[CH:51][CH:52]=[CH:53][CH:54]=3)[CH2:43][CH2:44][CH2:45][CH2:46][CH2:47]2)[C:12](=[O:11])[C:13](=[O:23])[NH:14][C@@H:15]([C:17]2[CH:18]=[CH:19][CH:20]=[CH:21][CH:22]=2)[CH3:16])=[O:31])[CH2:37][CH2:36][O:35][CH2:34][CH2:33]1. The yield is 0.820.